This data is from Forward reaction prediction with 1.9M reactions from USPTO patents (1976-2016). The task is: Predict the product of the given reaction. (1) Given the reactants C(OC1C=CN(CC(C2C=CC(CO)=CC=2)=O)C(=O)C=1)C1C=CC=CC=1.[Cl:27][C:28]1[CH:29]=[CH:30][C:31]([CH2:34][O:35][C:36]2[CH:41]=[N:40][NH:39][C:38](=[O:42])[CH:37]=2)=[N:32][CH:33]=1.[C:43]([O:47][C:48]([N:50]1[CH2:59][CH2:58][C:57]2[C:52](=[CH:53][C:54]([CH2:60][CH2:61]OS(C3C=CC(C)=CC=3)(=O)=O)=[CH:55][CH:56]=2)[CH2:51]1)=[O:49])([CH3:46])([CH3:45])[CH3:44], predict the reaction product. The product is: [C:43]([O:47][C:48]([N:50]1[CH2:59][CH2:58][C:57]2[C:52](=[CH:53][C:54]([CH2:60][CH2:61][N:39]3[C:38](=[O:42])[CH:37]=[C:36]([O:35][CH2:34][C:31]4[CH:30]=[CH:29][C:28]([Cl:27])=[CH:33][N:32]=4)[CH:41]=[N:40]3)=[CH:55][CH:56]=2)[CH2:51]1)=[O:49])([CH3:46])([CH3:45])[CH3:44]. (2) Given the reactants Br[C:2]1[C:3]([CH3:21])=[C:4]([CH:18]=[CH:19][CH:20]=1)[C:5]([NH:7][CH2:8][C:9]1[C:10](=[O:17])[NH:11][C:12]([CH3:16])=[CH:13][C:14]=1[CH3:15])=[O:6].[CH3:22][N:23]1[C:27](B2OC(C)(C)C(C)(C)O2)=[C:26]([CH3:37])[CH:25]=[N:24]1.C(=O)([O-])[O-].[Na+].[Na+], predict the reaction product. The product is: [CH3:15][C:14]1[CH:13]=[C:12]([CH3:16])[NH:11][C:10](=[O:17])[C:9]=1[CH2:8][NH:7][C:5](=[O:6])[C:4]1[CH:18]=[CH:19][CH:20]=[C:2]([C:27]2[N:23]([CH3:22])[N:24]=[CH:25][C:26]=2[CH3:37])[C:3]=1[CH3:21]. (3) Given the reactants [NH2:1][C:2]1[S:3][C:4]([C:17]2[CH:22]=[CH:21][CH:20]=[C:19]([F:23])[CH:18]=2)=[C:5]([C:7]([N:9]2[CH2:14][C@H:13]3[C@H:11]([CH2:12]3)[C@H:10]2[CH2:15][NH2:16])=[O:8])[N:6]=1.[F:24][C:25]1[CH:26]=[C:27]2[C:31](=[CH:32][CH:33]=1)[N:30]([CH3:34])[C:29]([C:35](O)=[O:36])=[CH:28]2, predict the reaction product. The product is: [NH2:1][C:2]1[S:3][C:4]([C:17]2[CH:22]=[CH:21][CH:20]=[C:19]([F:23])[CH:18]=2)=[C:5]([C:7]([N:9]2[CH2:14][C@H:13]3[C@H:11]([CH2:12]3)[C@H:10]2[CH2:15][NH:16][C:35]([C:29]2[N:30]([CH3:34])[C:31]3[C:27]([CH:28]=2)=[CH:26][C:25]([F:24])=[CH:33][CH:32]=3)=[O:36])=[O:8])[N:6]=1. (4) Given the reactants N1C=CC=CC=1.[I:7][C:8]1[CH:13]=[CH:12][C:11]([S:14](Cl)(=[O:16])=[O:15])=[CH:10][CH:9]=1.[NH2:18][CH2:19][C:20]1[CH:25]=[CH:24][N:23]=[CH:22][CH:21]=1, predict the reaction product. The product is: [I:7][C:8]1[CH:13]=[CH:12][C:11]([S:14]([NH:18][CH2:19][C:20]2[CH:25]=[CH:24][N:23]=[CH:22][CH:21]=2)(=[O:16])=[O:15])=[CH:10][CH:9]=1. (5) Given the reactants [CH2:1]([N:8]1[CH2:12][C@@H:11]([C@H:13]2[CH2:17][O:16]C(C)(C)[O:14]2)[CH2:10][C:9]1=[O:20])[C:2]1[CH:7]=[CH:6][CH:5]=[CH:4][CH:3]=1, predict the reaction product. The product is: [CH2:1]([N:8]1[CH2:12][C@@H:11]([C@H:13]([OH:14])[CH2:17][OH:16])[CH2:10][C:9]1=[O:20])[C:2]1[CH:3]=[CH:4][CH:5]=[CH:6][CH:7]=1. (6) Given the reactants C[O:2][C:3](=[O:27])[C:4]1[CH:9]=[C:8]([O:10][CH2:11][C:12]2[CH:17]=[CH:16][CH:15]=[CH:14][CH:13]=2)[CH:7]=[C:6]([C:18]2[CH:26]=[CH:25][C:21]3[O:22][CH2:23][O:24][C:20]=3[CH:19]=2)[CH:5]=1.[OH-].[Na+], predict the reaction product. The product is: [O:22]1[C:21]2[CH:25]=[CH:26][C:18]([C:6]3[CH:5]=[C:4]([CH:9]=[C:8]([O:10][CH2:11][C:12]4[CH:13]=[CH:14][CH:15]=[CH:16][CH:17]=4)[CH:7]=3)[C:3]([OH:27])=[O:2])=[CH:19][C:20]=2[O:24][CH2:23]1. (7) Given the reactants [NH2:1][C:2]1[CH:3]=[C:4]([C:8]2[N:13]3[N:14]=[CH:15][C:16]([C:17]([C:19]4[S:20][CH:21]=[CH:22][CH:23]=4)=[O:18])=[C:12]3[N:11]=[CH:10][CH:9]=2)[CH:5]=[CH:6][CH:7]=1.[CH2:24]([C:26](=[CH2:29])[CH:27]=O)[CH3:25], predict the reaction product. The product is: [CH2:24]([C:26](=[CH2:27])[CH2:29][NH:1][C:2]1[CH:3]=[C:4]([C:8]2[N:13]3[N:14]=[CH:15][C:16]([C:17]([C:19]4[S:20][CH:21]=[CH:22][CH:23]=4)=[O:18])=[C:12]3[N:11]=[CH:10][CH:9]=2)[CH:5]=[CH:6][CH:7]=1)[CH3:25].